This data is from Full USPTO retrosynthesis dataset with 1.9M reactions from patents (1976-2016). The task is: Predict the reactants needed to synthesize the given product. (1) Given the product [Cl:1][C:2]1[CH:3]=[C:4]([C:5]2[O:7][N:57]=[C:40]([C:41]3[CH:42]=[CH:43][CH:44]=[C:45]4[C:49]=3[NH:48][CH:47]=[C:46]4[CH2:50][CH2:51][C:52]([O:54][CH3:55])=[O:53])[N:39]=2)[CH:8]=[C:9]([O:14][CH2:15][CH3:16])[C:10]=1[O:11][CH2:12][CH3:13], predict the reactants needed to synthesize it. The reactants are: [Cl:1][C:2]1[CH:3]=[C:4]([CH:8]=[C:9]([O:14][CH2:15][CH3:16])[C:10]=1[O:11][CH2:12][CH3:13])[C:5]([OH:7])=O.CCN=C=NCCCN(C)C.C1C=CC2N(O)N=NC=2C=1.O[NH:39]/[C:40](=[N:57]\[H])/[C:41]1[CH:42]=[CH:43][CH:44]=[C:45]2[C:49]=1[NH:48][CH:47]=[C:46]2[CH2:50][CH2:51][C:52]([O:54][CH2:55]C)=[O:53].CCCC[N+](CCCC)(CCCC)CCCC.[F-]. (2) Given the product [CH3:22][O:23][C:5]1[CH:6]=[CH:7][C:8]([O:43][CH3:42])=[C:9]2[C:4]=1[CH:3]=[C:2]([C:15]([OH:18])=[O:16])[N:1]2[CH2:10][C:11](=[O:12])[CH3:13], predict the reactants needed to synthesize it. The reactants are: [NH:1]1[C:9]2[C:4](=[CH:5][CH:6]=[CH:7][CH:8]=2)[CH:3]=[CH:2]1.[CH3:10][C:11]([CH2:13]Br)=[O:12].[C:15]([O-:18])([O-])=[O:16].[K+].[K+].C1OCCOCCOCCOCCOCC[O:23][CH2:22]1.CN([CH:42]=[O:43])C. (3) Given the product [Cl:1][C:2]1[C:3]([N:12]([CH2:27][C:28]2[CH:33]=[CH:32][C:31]([F:34])=[C:30]([F:35])[CH:29]=2)[S:13]([C:16]2[CH:25]=[CH:24][C:19]([C:20]([O:22][CH3:23])=[O:21])=[CH:18][CH:17]=2)(=[O:15])=[O:14])=[N:4][CH:5]=[C:6]([C:8]([F:11])([F:9])[F:10])[CH:7]=1, predict the reactants needed to synthesize it. The reactants are: [Cl:1][C:2]1[C:3]([NH:12][S:13]([C:16]2[CH:25]=[CH:24][C:19]([C:20]([O:22][CH3:23])=[O:21])=[CH:18][CH:17]=2)(=[O:15])=[O:14])=[N:4][CH:5]=[C:6]([C:8]([F:11])([F:10])[F:9])[CH:7]=1.Br[CH2:27][C:28]1[CH:33]=[CH:32][C:31]([F:34])=[C:30]([F:35])[CH:29]=1. (4) Given the product [Cl:1][C:2]1[C:3]([CH3:12])=[CH:4][C:5]([F:11])=[C:6]([CH:10]=1)[C:7]([O:9][C:16]([CH3:19])([CH3:18])[CH3:17])=[O:8], predict the reactants needed to synthesize it. The reactants are: [Cl:1][C:2]1[C:3]([CH3:12])=[CH:4][C:5]([F:11])=[C:6]([CH:10]=1)[C:7]([OH:9])=[O:8].C(OC(O[C:16]([CH3:19])([CH3:18])[CH3:17])=O)(O[C:16]([CH3:19])([CH3:18])[CH3:17])=O. (5) Given the product [F:35][C:36]1[CH:37]=[C:38](/[CH:43]=[CH:44]/[C:45]([N:8]([O:17][CH3:18])[CH3:12])=[O:47])[CH:39]=[CH:40][C:41]=1[F:42], predict the reactants needed to synthesize it. The reactants are: F[P-](F)(F)(F)(F)F.[N:8]1([O:17][C:18](N(C)C)=[N+](C)C)[C:12]2C=CC=CC=2N=N1.Cl.CONC.CN(C)C=O.[F:35][C:36]1[CH:37]=[C:38](/[CH:43]=[CH:44]/[C:45]([OH:47])=O)[CH:39]=[CH:40][C:41]=1[F:42].